From a dataset of Reaction yield outcomes from USPTO patents with 853,638 reactions. Predict the reaction yield, written as a fraction of the theoretical maximum amount of product (1.0 means a 100% yield; for example, 0.34 means a 34% yield). (1) The reactants are [Br:1][C:2]1[CH:3]=[C:4]([C:9](=O)[CH2:10][C:11]([C:13]2[CH:18]=[CH:17][CH:16]=[CH:15][CH:14]=2)=O)[CH:5]=[CH:6][C:7]=1[F:8].[NH2:20][C:21]([NH2:23])=[O:22].Cl.ClCCl.CO. The catalyst is O1CCOCC1.C(O)C. The product is [Br:1][C:2]1[CH:3]=[C:4]([C:9]2[CH:10]=[C:11]([C:13]3[CH:18]=[CH:17][CH:16]=[CH:15][CH:14]=3)[NH:23][C:21](=[O:22])[N:20]=2)[CH:5]=[CH:6][C:7]=1[F:8]. The yield is 0.570. (2) The reactants are [CH2:1]1[C:7]2[CH:8]=[CH:9][CH:10]=[CH:11][C:6]=2[CH2:5][CH2:4][NH:3][C:2]1=O.B.C1COCC1. The catalyst is C1COCC1. The product is [CH2:5]1[C:6]2[CH:11]=[CH:10][CH:9]=[CH:8][C:7]=2[CH2:1][CH2:2][NH:3][CH2:4]1. The yield is 0.690. (3) The reactants are [F:1][C:2]1[CH:11]=[C:10]2[C:5]([C:6](=[O:24])[C:7]([C:19]([O:21]CC)=O)=[CH:8][N:9]2[C:12]2[CH:17]=[CH:16][C:15]([F:18])=[CH:14][CH:13]=2)=[CH:4][C:3]=1[N:25]([CH3:33])[CH2:26][C:27]1[CH:28]=[N:29][CH:30]=[CH:31][CH:32]=1.[Cl-].[NH4+].F[P-](F)(F)(F)(F)F.C[N:44](C(N(C)C)=[N+]1C2C(=NC=CC=2)[N+]([O-])=N1)C.C(N(CC)C(C)C)(C)C. The catalyst is CN(C=O)C.C(OCC)(=O)C. The product is [F:1][C:2]1[CH:11]=[C:10]2[C:5]([C:6](=[O:24])[C:7]([C:19]([NH2:44])=[O:21])=[CH:8][N:9]2[C:12]2[CH:17]=[CH:16][C:15]([F:18])=[CH:14][CH:13]=2)=[CH:4][C:3]=1[N:25]([CH3:33])[CH2:26][C:27]1[CH:28]=[N:29][CH:30]=[CH:31][CH:32]=1. The yield is 0.270. (4) The reactants are Br[CH2:2][C:3]1[CH:4]=[C:5]([C:9]2[CH:13]=[C:12]([CH2:14][CH:15]([CH3:17])[CH3:16])[S:11][C:10]=2[S:18]([NH:21][C:22]([CH3:25])([CH3:24])[CH3:23])(=[O:20])=[O:19])[CH:6]=[CH:7][CH:8]=1.[CH2:26]([C:30]1[NH:31][CH:32]=[CH:33][N:34]=1)[CH2:27][CH2:28][CH3:29]. The catalyst is O1CCOCC1. The product is [CH2:26]([C:30]1[N:31]([CH2:2][C:3]2[CH:4]=[C:5]([C:9]3[CH:13]=[C:12]([CH2:14][CH:15]([CH3:17])[CH3:16])[S:11][C:10]=3[S:18]([NH:21][C:22]([CH3:25])([CH3:24])[CH3:23])(=[O:20])=[O:19])[CH:6]=[CH:7][CH:8]=2)[CH:32]=[CH:33][N:34]=1)[CH2:27][CH2:28][CH3:29]. The yield is 0.550. (5) The yield is 0.210. The catalyst is CC#N.Cl. The product is [CH2:14]([C:15]1[NH:12][C:10](=[O:11])[C:9]([C:7]#[N:8])=[C:17]([CH3:18])[CH:16]=1)[CH3:13]. The reactants are CC([O-])(C)C.[K+].[C:7]([CH2:9][C:10]([NH2:12])=[O:11])#[N:8].[CH3:13][C:14](=O)/[CH:15]=[CH:16]/[CH2:17][CH3:18].N#N.O=O. (6) The reactants are [N+:1]([C:4]1[CH:9]=[CH:8][C:7]([O:10][CH3:11])=[C:6]([O:12][CH3:13])[CH:5]=1)([O-])=O. The catalyst is C(O)C.O.NN.[Pd]. The product is [NH2:1][C:4]1[CH:9]=[CH:8][C:7]([O:10][CH3:11])=[C:6]([O:12][CH3:13])[CH:5]=1. The yield is 0.930. (7) The reactants are Cl[C:2]1[N:7]=[C:6]([NH:8][CH2:9][CH2:10][CH3:11])[N:5]=[C:4]([NH:12][CH2:13][CH2:14][CH3:15])[N:3]=1.[CH2:16]([O:23][NH:24][CH2:25][CH3:26])[C:17]1[CH:22]=[CH:21][CH:20]=[CH:19][CH:18]=1. No catalyst specified. The product is [CH2:16]([O:23][N:24]([C:2]1[N:7]=[C:6]([NH:8][CH2:9][CH2:10][CH3:11])[N:5]=[C:4]([NH:12][CH2:13][CH2:14][CH3:15])[N:3]=1)[CH2:25][CH3:26])[C:17]1[CH:22]=[CH:21][CH:20]=[CH:19][CH:18]=1. The yield is 0.380. (8) The reactants are [OH:1][CH2:2][C@H:3]1[CH2:7][CH2:6][C@H:5]([OH:8])[CH2:4]1.N1C=CN=C1.[Si:14](Cl)([C:17]([CH3:20])([CH3:19])[CH3:18])([CH3:16])[CH3:15]. The catalyst is CN(C=O)C. The product is [Si:14]([O:1][CH2:2][C@H:3]1[CH2:7][CH2:6][C@H:5]([OH:8])[CH2:4]1)([C:17]([CH3:20])([CH3:19])[CH3:18])([CH3:16])[CH3:15]. The yield is 0.310.